This data is from Reaction yield outcomes from USPTO patents with 853,638 reactions. The task is: Predict the reaction yield, written as a fraction of the theoretical maximum amount of product (1.0 means a 100% yield; for example, 0.34 means a 34% yield). (1) The reactants are [F:1][CH2:2][CH:3]([OH:40])[CH2:4][O:5][C@H:6]1[CH2:11][CH2:10][C@H:9]([N:12]2[C:17](=[O:18])[C:16]([CH2:19][C:20]3[CH:25]=[CH:24][C:23]([C:26]4[C:27]([C:32]#[N:33])=[CH:28][CH:29]=[CH:30][CH:31]=4)=[CH:22][CH:21]=3)=[C:15]([CH2:34][CH2:35][CH3:36])[N:14]3[N:37]=[CH:38][N:39]=[C:13]23)[CH2:8][CH2:7]1.[CH3:41]C(OI1(OC(C)=O)(OC(C)=O)OC(=O)C2C=CC=CC1=2)=O.C(=O)([O-])O.[Na+].S([O-])([O-])(=O)=S.[Na+].[Na+]. The catalyst is C(#N)C. The product is [F:1][CH2:2][C:3]1([CH2:4][O:5][C@H:6]2[CH2:11][CH2:10][C@H:9]([N:12]3[C:17](=[O:18])[C:16]([CH2:19][C:20]4[CH:25]=[CH:24][C:23]([C:26]5[C:27]([C:32]#[N:33])=[CH:28][CH:29]=[CH:30][CH:31]=5)=[CH:22][CH:21]=4)=[C:15]([CH2:34][CH2:35][CH3:36])[N:14]4[N:37]=[CH:38][N:39]=[C:13]34)[CH2:8][CH2:7]2)[CH2:41][O:40]1. The yield is 0.520. (2) The yield is 0.800. The catalyst is C(#N)C. The product is [Cl:11][C:10]1[CH:9]=[CH:8][N:7]2[C:6]=1[C:4](=[O:5])[NH:22][C:20]([CH3:21])=[N:12]2. The reactants are Cl.CO[C:4]([C:6]1[N:7]([NH2:12])[CH:8]=[CH:9][C:10]=1[Cl:11])=[O:5].FC(F)(F)C(O)=O.[CH2:20]([N:22](CC)CC)[CH3:21]. (3) The reactants are [I:1][C:2]1[CH:10]=[CH:9][CH:8]=[C:7]([CH3:11])[C:3]=1[C:4]([OH:6])=[O:5].[CH3:12][Si](C=[N+]=[N-])(C)C. The catalyst is C(Cl)Cl.CO. The product is [I:1][C:2]1[CH:10]=[CH:9][CH:8]=[C:7]([CH3:11])[C:3]=1[C:4]([O:6][CH3:12])=[O:5]. The yield is 0.760.